This data is from Peptide-MHC class I binding affinity with 185,985 pairs from IEDB/IMGT. The task is: Regression. Given a peptide amino acid sequence and an MHC pseudo amino acid sequence, predict their binding affinity value. This is MHC class I binding data. The MHC is HLA-A26:01 with pseudo-sequence HLA-A26:01. The peptide sequence is ITLVYKVYY. The binding affinity (normalized) is 0.316.